Dataset: Forward reaction prediction with 1.9M reactions from USPTO patents (1976-2016). Task: Predict the product of the given reaction. (1) Given the reactants Br[C:2]1[S:3][CH:4]=[CH:5][N:6]=1.[CH3:7][O:8][C:9]1[CH:14]=[CH:13][C:12](B(O)O)=[CH:11][CH:10]=1.C([O-])([O-])=O.[K+].[K+], predict the reaction product. The product is: [CH3:7][O:8][C:9]1[CH:14]=[CH:13][C:12]([C:2]2[S:3][CH:4]=[CH:5][N:6]=2)=[CH:11][CH:10]=1. (2) The product is: [CH:17]([N:14]1[CH2:15][CH2:16][N:11]([C:9]([C:6]2[CH:5]=[CH:4][C:3]([CH2:2][N:25]3[CH2:26][CH2:27][CH2:28][CH2:23][CH2:24]3)=[CH:8][N:7]=2)=[O:10])[CH2:12][CH2:13]1)([CH3:19])[CH3:18]. Given the reactants O[CH2:2][C:3]1[CH:4]=[CH:5][C:6]([C:9]([N:11]2[CH2:16][CH2:15][N:14]([CH:17]([CH3:19])[CH3:18])[CH2:13][CH2:12]2)=[O:10])=[N:7][CH:8]=1.COC(=O)[C:23]1[CH:28]=[CH:27][C:26](C(N2CCN(C(C)C)CC2)=O)=[N:25][CH:24]=1.C(O[AlH-](OC(C)(C)C)OC(C)(C)C)(C)(C)C.[Li+], predict the reaction product. (3) Given the reactants Br[C:2]1[N:18]([C@@H:19]2[CH2:23][CH2:22][N:21]([C:24]([O:26][C:27]([CH3:30])([CH3:29])[CH3:28])=[O:25])[CH2:20]2)[C:5]2[N:6]=[CH:7][N:8]=[C:9]([NH:10]C(OC(C)(C)C)=O)[C:4]=2[C:3]=1[C:31]1[CH:36]=[CH:35][C:34]([O:37][C:38]2[CH:43]=[CH:42][CH:41]=[CH:40][CH:39]=2)=[CH:33][CH:32]=1.[O:44]1[CH:48]=[CH:47][N:46]=[CH:45]1.CC([O-])(C)C.[K+], predict the reaction product. The product is: [NH2:10][C:9]1[C:4]2[C:3]([C:31]3[CH:36]=[CH:35][C:34]([O:37][C:38]4[CH:39]=[CH:40][CH:41]=[CH:42][CH:43]=4)=[CH:33][CH:32]=3)=[C:2]([C:45]3[O:44][CH:48]=[CH:47][N:46]=3)[N:18]([C@@H:19]3[CH2:23][CH2:22][N:21]([C:24]([O:26][C:27]([CH3:30])([CH3:29])[CH3:28])=[O:25])[CH2:20]3)[C:5]=2[N:6]=[CH:7][N:8]=1. (4) Given the reactants [CH3:1][N:2]1[CH:6]=[C:5](B2OC(C)(C)C(C)(C)O2)[CH:4]=[N:3]1.P([O-])([O-])([O-])=O.[K+].[K+].[K+].Br[C:25]1[CH:26]=[CH:27][C:28]([C:31]([O:33][C:34]([CH3:37])([CH3:36])[CH3:35])=[O:32])=[N:29][CH:30]=1, predict the reaction product. The product is: [CH3:1][N:2]1[CH:6]=[C:5]([C:25]2[CH:26]=[CH:27][C:28]([C:31]([O:33][C:34]([CH3:37])([CH3:36])[CH3:35])=[O:32])=[N:29][CH:30]=2)[CH:4]=[N:3]1. (5) Given the reactants [F:1][C:2]([F:36])([F:35])[O:3][C:4]1[CH:9]=[CH:8][C:7]([N:10]2[CH:14]=[N:13][C:12]([C:15]3[CH:20]=[CH:19][C:18]([CH2:21][CH2:22][CH2:23][N:24]4C(=O)C5C(=CC=CC=5)C4=O)=[CH:17][CH:16]=3)=[N:11]2)=[CH:6][CH:5]=1.O.NN, predict the reaction product. The product is: [F:36][C:2]([F:1])([F:35])[O:3][C:4]1[CH:5]=[CH:6][C:7]([N:10]2[CH:14]=[N:13][C:12]([C:15]3[CH:20]=[CH:19][C:18]([CH2:21][CH2:22][CH2:23][NH2:24])=[CH:17][CH:16]=3)=[N:11]2)=[CH:8][CH:9]=1. (6) Given the reactants [Cl:1][C:2]1[CH:3]=[N:4][C:5]([N:8]2[CH2:13][CH2:12][CH:11]([C@H:14]3[CH2:16][C@H:15]3[CH2:17][CH2:18][NH2:19])[CH2:10][CH2:9]2)=[N:6][CH:7]=1.Cl[C:21]1[CH:26]=[N:25][C:24]([N:27]2[CH:31]=[N:30][CH:29]=[N:28]2)=[CH:23][N:22]=1.C(=O)([O-])[O-].[K+].[K+].O, predict the reaction product. The product is: [Cl:1][C:2]1[CH:3]=[N:4][C:5]([N:8]2[CH2:13][CH2:12][CH:11]([C@H:14]3[CH2:16][C@H:15]3[CH2:17][CH2:18][NH:19][C:21]3[CH:26]=[N:25][C:24]([N:27]4[CH:31]=[N:30][CH:29]=[N:28]4)=[CH:23][N:22]=3)[CH2:10][CH2:9]2)=[N:6][CH:7]=1. (7) Given the reactants [CH2:1]([CH:7]([CH2:37][CH2:38][CH2:39][CH2:40][CH2:41][CH2:42][CH2:43][CH3:44])[C:8]#[C:9][C:10]1[CH:15]=[C:14]([O:16][CH3:17])[C:13]([C:18]#[C:19][CH:20]([CH2:29][CH2:30][CH2:31][CH2:32][CH2:33][CH3:34])[CH2:21][CH2:22][CH2:23][CH2:24][CH2:25][CH2:26][CH2:27][CH3:28])=[CH:12][C:11]=1[O:35][CH3:36])[CH2:2][CH2:3][CH2:4][CH2:5][CH3:6], predict the reaction product. The product is: [CH2:1]([CH:7]([CH2:37][CH2:38][CH2:39][CH2:40][CH2:41][CH2:42][CH2:43][CH3:44])[CH2:8][CH2:9][C:10]1[CH:15]=[C:14]([O:16][CH3:17])[C:13]([CH2:18][CH2:19][CH:20]([CH2:29][CH2:30][CH2:31][CH2:32][CH2:33][CH3:34])[CH2:21][CH2:22][CH2:23][CH2:24][CH2:25][CH2:26][CH2:27][CH3:28])=[CH:12][C:11]=1[O:35][CH3:36])[CH2:2][CH2:3][CH2:4][CH2:5][CH3:6]. (8) Given the reactants [O:1]([C:8]1[CH:17]=[CH:16][C:15]2[C:10](=[CH:11][CH:12]=[C:13]([OH:18])[CH:14]=2)[N:9]=1)[C:2]1[CH:7]=[CH:6][CH:5]=[CH:4][CH:3]=1.N1C=CC=CC=1.[F:25][C:26]([F:39])([F:38])[S:27](O[S:27]([C:26]([F:39])([F:38])[F:25])(=[O:29])=[O:28])(=[O:29])=[O:28], predict the reaction product. The product is: [F:25][C:26]([F:39])([F:38])[S:27]([O:18][C:13]1[CH:14]=[C:15]2[C:10](=[CH:11][CH:12]=1)[N:9]=[C:8]([O:1][C:2]1[CH:3]=[CH:4][CH:5]=[CH:6][CH:7]=1)[CH:17]=[CH:16]2)(=[O:29])=[O:28]. (9) Given the reactants Cl[C:2]1[CH:11]=[CH:10][C:9]2[CH2:8][CH2:7][N:6]3[C:12]4[CH:13]=[CH:14][CH:15]=[C:16]([F:19])[C:17]=4[CH:18]=[C:5]3[C:4]=2[N:3]=1.[F:20][C:21]1[CH:26]=[CH:25][C:24]([C:27]2[O:28][C:29]3[CH:39]=[C:38]([N:40]([CH3:45])[S:41]([CH3:44])(=[O:43])=[O:42])[C:37](B4OC(C)(C)C(C)(C)O4)=[CH:36][C:30]=3[C:31]=2[C:32]([NH:34][CH3:35])=[O:33])=[CH:23][CH:22]=1, predict the reaction product. The product is: [F:19][C:16]1[C:17]2[CH:18]=[C:5]3[C:4]4[N:3]=[C:2]([C:37]5[C:38]([N:40]([CH3:45])[S:41]([CH3:44])(=[O:43])=[O:42])=[CH:39][C:29]6[O:28][C:27]([C:24]7[CH:25]=[CH:26][C:21]([F:20])=[CH:22][CH:23]=7)=[C:31]([C:32]([NH:34][CH3:35])=[O:33])[C:30]=6[CH:36]=5)[CH:11]=[CH:10][C:9]=4[CH2:8][CH2:7][N:6]3[C:12]=2[CH:13]=[CH:14][CH:15]=1.